Regression. Given two drug SMILES strings and cell line genomic features, predict the synergy score measuring deviation from expected non-interaction effect. From a dataset of NCI-60 drug combinations with 297,098 pairs across 59 cell lines. (1) Drug 1: C1=C(C(=O)NC(=O)N1)N(CCCl)CCCl. Drug 2: C1=CC=C(C=C1)NC(=O)CCCCCCC(=O)NO. Cell line: MDA-MB-231. Synergy scores: CSS=37.0, Synergy_ZIP=14.0, Synergy_Bliss=14.2, Synergy_Loewe=16.2, Synergy_HSA=17.0. (2) Cell line: SF-268. Synergy scores: CSS=1.13, Synergy_ZIP=2.66, Synergy_Bliss=3.38, Synergy_Loewe=-3.26, Synergy_HSA=-1.96. Drug 2: CC(C)NC(=O)C1=CC=C(C=C1)CNNC.Cl. Drug 1: CS(=O)(=O)C1=CC(=C(C=C1)C(=O)NC2=CC(=C(C=C2)Cl)C3=CC=CC=N3)Cl. (3) Drug 1: CC(C1=C(C=CC(=C1Cl)F)Cl)OC2=C(N=CC(=C2)C3=CN(N=C3)C4CCNCC4)N. Drug 2: CC=C1C(=O)NC(C(=O)OC2CC(=O)NC(C(=O)NC(CSSCCC=C2)C(=O)N1)C(C)C)C(C)C. Cell line: SF-539. Synergy scores: CSS=32.8, Synergy_ZIP=-8.71, Synergy_Bliss=-17.8, Synergy_Loewe=-72.5, Synergy_HSA=-17.0. (4) Drug 1: C1=CC(=CC=C1CCCC(=O)O)N(CCCl)CCCl. Drug 2: CCCS(=O)(=O)NC1=C(C(=C(C=C1)F)C(=O)C2=CNC3=C2C=C(C=N3)C4=CC=C(C=C4)Cl)F. Cell line: OVCAR-8. Synergy scores: CSS=17.1, Synergy_ZIP=1.03, Synergy_Bliss=4.94, Synergy_Loewe=0.362, Synergy_HSA=3.09.